Dataset: Reaction yield outcomes from USPTO patents with 853,638 reactions. Task: Predict the reaction yield, written as a fraction of the theoretical maximum amount of product (1.0 means a 100% yield; for example, 0.34 means a 34% yield). (1) The reactants are [O:1]1[C:5]2[CH:6]=[CH:7][C:8]([C:10]3[O:14][CH:13]=[N:12][CH:11]=3)=[CH:9][C:4]=2[O:3][CH2:2]1.C[Si]([N-][Si](C)(C)C)(C)C.[Li+].[Br:25]NC(=O)CCC(N)=O.[OH-].[Na+]. The catalyst is CN(C)C=O.C(Cl)Cl. The product is [O:1]1[C:5]2[CH:6]=[CH:7][C:8]([C:10]3[O:14][CH:13]=[N:12][C:11]=3[Br:25])=[CH:9][C:4]=2[O:3][CH2:2]1. The yield is 0.900. (2) The reactants are [CH:1]1([NH:7][C:8]2[CH:13]=[CH:12][CH:11]=[CH:10][C:9]=2[N+:14]([O-])=O)[CH2:6][CH2:5][CH2:4][CH2:3][CH2:2]1.[H][H]. The catalyst is [OH-].[OH-].[Pd+2]. The product is [CH:1]1([NH:7][C:8]2[C:9]([NH2:14])=[CH:10][CH:11]=[CH:12][CH:13]=2)[CH2:6][CH2:5][CH2:4][CH2:3][CH2:2]1. The yield is 0.860. (3) The reactants are [CH3:1][O:2][C:3]1[CH:4]=[C:5]([C:12]2[CH2:17][S:16][C:15]3=[N:18][N:19]=[C:20]([C:21]4[CH:26]=[CH:25][CH:24]=[CH:23][C:22]=4[O:27][CH3:28])[N:14]3[N:13]=2)[CH:6]=[CH:7][C:8]=1[N+:9]([O-])=O.CCO. The catalyst is [Pd].C(OCC)(=O)C. The product is [NH2:9][C:8]1[CH:7]=[CH:6][C:5]([C:12]2[CH2:17][S:16][C:15]3=[N:18][N:19]=[C:20]([C:21]4[CH:26]=[CH:25][CH:24]=[CH:23][C:22]=4[O:27][CH3:28])[N:14]3[N:13]=2)=[CH:4][C:3]=1[O:2][CH3:1]. The yield is 0.460. (4) The reactants are C(=O)([O-])[O-].[K+].[K+].CC1(C)C(C)(C)OB([C:15]2[CH:20]=[CH:19][C:18]([N:21]3[CH:25]=[CH:24][CH:23]=[N:22]3)=[CH:17][CH:16]=2)O1.I[C:28]1[CH:33]=[CH:32][N:31]([CH2:34][CH2:35][C@@:36]([CH3:51])([S:47]([CH3:50])(=[O:49])=[O:48])[C:37]([NH:39][O:40][CH:41]2[CH2:46][CH2:45][CH2:44][CH2:43][O:42]2)=[O:38])[C:30](=[O:52])[CH:29]=1. The catalyst is COCCOC.CO.C(OCC)(=O)C. The product is [CH3:51][C@@:36]([S:47]([CH3:50])(=[O:48])=[O:49])([CH2:35][CH2:34][N:31]1[CH:32]=[CH:33][C:28]([C:15]2[CH:16]=[CH:17][C:18]([N:21]3[CH:25]=[CH:24][CH:23]=[N:22]3)=[CH:19][CH:20]=2)=[CH:29][C:30]1=[O:52])[C:37]([NH:39][O:40][CH:41]1[CH2:46][CH2:45][CH2:44][CH2:43][O:42]1)=[O:38]. The yield is 0.230. (5) The reactants are C([O:3][CH2:4][CH2:5][O:6][NH:7][C:8]([C:10]1[CH:11]=[CH:12][C:13]2[N:14]([CH:25]=[N:26][CH:27]=2)[C:15]=1[NH:16][C:17]1[CH:22]=[CH:21][C:20]([I:23])=[CH:19][C:18]=1[F:24])=[O:9])=C.Cl. The catalyst is CO. The product is [OH:3][CH2:4][CH2:5][O:6][NH:7][C:8]([C:10]1[CH:11]=[CH:12][C:13]2[N:14]([CH:25]=[N:26][CH:27]=2)[C:15]=1[NH:16][C:17]1[CH:22]=[CH:21][C:20]([I:23])=[CH:19][C:18]=1[F:24])=[O:9]. The yield is 0.920.